From a dataset of Catalyst prediction with 721,799 reactions and 888 catalyst types from USPTO. Predict which catalyst facilitates the given reaction. (1) Reactant: [Cl:1][C:2]1[C:3]([O:12][C:13]2[CH:18]=[C:17]([OH:19])[CH:16]=[CH:15][C:14]=2[CH2:20][CH2:21][C:22]([O:24][CH2:25][CH3:26])=[O:23])=[N:4][CH:5]=[C:6]([C:8]([F:11])([F:10])[F:9])[CH:7]=1.[CH2:27](O)[CH:28]1[O:32][CH2:31][CH2:30][CH2:29]1.C(P(CCCC)CCCC)CCC.N(C(N1CCCCC1)=O)=NC(N1CCCCC1)=O. Product: [Cl:1][C:2]1[C:3]([O:12][C:13]2[CH:18]=[C:17]([O:19][CH2:27][CH:28]3[CH2:29][CH2:30][CH2:31][O:32]3)[CH:16]=[CH:15][C:14]=2[CH2:20][CH2:21][C:22]([O:24][CH2:25][CH3:26])=[O:23])=[N:4][CH:5]=[C:6]([C:8]([F:9])([F:11])[F:10])[CH:7]=1. The catalyst class is: 7. (2) Reactant: C1C2=C3C(=CC=C2NC1)NC(C(OC)=O)=C3.[C:17]([O:21][C:22]([N:24]1[C:35]2[C:27](=[C:28]3[C:32](=[CH:33][CH:34]=2)[NH:31][C:30]([C:36]([O:38]C)=[O:37])=[CH:29]3)[CH2:26][CH2:25]1)=[O:23])([CH3:20])([CH3:19])[CH3:18].CCN(C(C)C)C(C)C. Product: [C:17]([O:21][C:22]([N:24]1[C:35]2[C:27](=[C:28]3[C:32](=[CH:33][CH:34]=2)[NH:31][C:30]([C:36]([OH:38])=[O:37])=[CH:29]3)[CH2:26][CH2:25]1)=[O:23])([CH3:20])([CH3:18])[CH3:19]. The catalyst class is: 3.